Dataset: Reaction yield outcomes from USPTO patents with 853,638 reactions. Task: Predict the reaction yield, written as a fraction of the theoretical maximum amount of product (1.0 means a 100% yield; for example, 0.34 means a 34% yield). (1) The reactants are [Cl:1][C:2]1[C:7]([C:8]([O:10]/[N:11]=[C:12](/[NH2:14])\[CH3:13])=[O:9])=[C:6](Cl)[N:5]=[CH:4][N:3]=1.[NH3:16]. The catalyst is C1COCC1. The product is [NH2:16][C:6]1[C:7]([C:8]([O:10]/[N:11]=[C:12](/[NH2:14])\[CH3:13])=[O:9])=[C:2]([Cl:1])[N:3]=[CH:4][N:5]=1. The yield is 0.666. (2) The reactants are [OH:1][C:2]1([CH2:13][N:14]2[C:19](=[O:20])[C:18]3[CH:21]=[N:22][N:23]([C:24]4[CH:29]=[CH:28][C:27]([OH:30])=[CH:26][CH:25]=4)[C:17]=3[N:16]=[CH:15]2)[CH2:7][CH2:6][N:5]([C:8]([N:10]([CH3:12])[CH3:11])=[O:9])[CH2:4][CH2:3]1.[CH2:31](Br)[C:32]1[CH:37]=[CH:36][CH:35]=[CH:34][CH:33]=1.C(=O)([O-])[O-].[K+].[K+]. No catalyst specified. The product is [CH2:31]([O:30][C:27]1[CH:28]=[CH:29][C:24]([N:23]2[C:17]3[N:16]=[CH:15][N:14]([CH2:13][C:2]4([OH:1])[CH2:7][CH2:6][N:5]([C:8]([N:10]([CH3:12])[CH3:11])=[O:9])[CH2:4][CH2:3]4)[C:19](=[O:20])[C:18]=3[CH:21]=[N:22]2)=[CH:25][CH:26]=1)[C:32]1[CH:37]=[CH:36][CH:35]=[CH:34][CH:33]=1. The yield is 0.370. (3) The reactants are [C:1]([C:4]1[C:9]([C:10]2[CH:15]=[CH:14][CH:13]=[CH:12][CH:11]=2)=[N:8][N:7]([CH2:16][CH3:17])[C:6](=[O:18])[C:5]=1[N+:19]([O-])=O)(=[O:3])[CH3:2].N[C:23]1[CH:24]=[N:25][CH:26]=[CH:27][CH:28]=1. The catalyst is C(O)C. The product is [C:1]([C:4]1[C:9]([C:10]2[CH:15]=[CH:14][CH:13]=[CH:12][CH:11]=2)=[N:8][N:7]([CH2:16][CH3:17])[C:6](=[O:18])[C:5]=1[NH:19][C:23]1[CH:24]=[N:25][CH:26]=[CH:27][CH:28]=1)(=[O:3])[CH3:2]. The yield is 0.260. (4) The reactants are C(O[BH-](OC(=O)C)OC(=O)C)(=O)C.[Na+].[NH2:15][C:16]1[CH:25]=[C:24]2[C:19]([C:20]([CH3:28])([CH3:27])[CH2:21][NH:22][C:23]2=[O:26])=[CH:18][CH:17]=1.[Cl:29][C:30]1[CH:37]=[CH:36][C:33]([CH:34]=O)=[CH:32][CH:31]=1.C(O)(=O)C. The catalyst is ClCCl. The product is [Cl:29][C:30]1[CH:37]=[CH:36][C:33]([CH2:34][NH:15][C:16]2[CH:25]=[C:24]3[C:19]([C:20]([CH3:28])([CH3:27])[CH2:21][NH:22][C:23]3=[O:26])=[CH:18][CH:17]=2)=[CH:32][CH:31]=1. The yield is 0.390. (5) The reactants are [Cl:1][C:2]1[CH:11]=[CH:10][C:5]([C:6]([O:8]C)=[O:7])=[C:4]([CH:12]=[O:13])[CH:3]=1.[Li+].[OH-].CO.Cl. The catalyst is O. The product is [Cl:1][C:2]1[CH:11]=[CH:10][C:5]([C:6]([OH:8])=[O:7])=[C:4]([CH:12]=[O:13])[CH:3]=1. The yield is 0.850. (6) The reactants are Cl.Cl.[Br:3][C:4]1[CH:5]=[CH:6][C:7]([CH:10]2[CH2:15][O:14][CH2:13][CH2:12][NH:11]2)=[N:8][CH:9]=1.C([O-])([O-])=O.[K+].[K+].[C:22](O[C:22]([O:24][C:25]([CH3:28])([CH3:27])[CH3:26])=[O:23])([O:24][C:25]([CH3:28])([CH3:27])[CH3:26])=[O:23]. The catalyst is O1CCOCC1.O. The product is [Br:3][C:4]1[CH:5]=[CH:6][C:7]([CH:10]2[CH2:15][O:14][CH2:13][CH2:12][N:11]2[C:22]([O:24][C:25]([CH3:28])([CH3:27])[CH3:26])=[O:23])=[N:8][CH:9]=1. The yield is 0.870. (7) The reactants are FC(F)(F)C(O)=O.[O:8]1[C:12]2[CH:13]=[CH:14][CH:15]=[CH:16][C:11]=2[CH:10]=[C:9]1[C:17]([NH:19][C:20]1[S:21][CH:22]=[C:23]([C:32]2[N:36]([CH3:37])[N:35]=[C:34]([C:38]([F:41])([F:40])[F:39])[CH:33]=2)[C:24]=1[C:25]([O:27]C(C)(C)C)=[O:26])=[O:18]. The catalyst is ClCCl. The product is [O:8]1[C:12]2[CH:13]=[CH:14][CH:15]=[CH:16][C:11]=2[CH:10]=[C:9]1[C:17]([NH:19][C:20]1[S:21][CH:22]=[C:23]([C:32]2[N:36]([CH3:37])[N:35]=[C:34]([C:38]([F:39])([F:40])[F:41])[CH:33]=2)[C:24]=1[C:25]([OH:27])=[O:26])=[O:18]. The yield is 0.180. (8) The reactants are [Si]([O:8][CH2:9][C:10]1[N:14]([CH3:15])[C:13]2[S:16][C:17]([C:19]3[C:28]([CH2:29][CH3:30])=[CH:27][C:22]([C:23]([O:25][CH3:26])=[O:24])=[C:21]([O:31][CH3:32])[N:20]=3)=[CH:18][C:12]=2[CH:11]=1)(C(C)(C)C)(C)C.CCCC[N+](CCCC)(CCCC)CCCC.[F-]. The catalyst is C1COCC1. The product is [CH2:29]([C:28]1[C:19]([C:17]2[S:16][C:13]3[N:14]([CH3:15])[C:10]([CH2:9][OH:8])=[CH:11][C:12]=3[CH:18]=2)=[N:20][C:21]([O:31][CH3:32])=[C:22]([CH:27]=1)[C:23]([O:25][CH3:26])=[O:24])[CH3:30]. The yield is 0.260. (9) The reactants are [OH:1][N:2]1[C:6](=[O:7])[C@@H:5]([O:8][C:9](=[O:16])[C:10]2[CH:15]=[CH:14][CH:13]=[CH:12][CH:11]=2)[C@H:4]([O:17][C:18](=[O:25])[C:19]2[CH:24]=[CH:23][CH:22]=[CH:21][CH:20]=2)[C:3]1=[O:26].C(=O)(SC)O[O:29][CH:30]([O:34][C:35](=[O:39])[CH:36]([CH3:38])[CH3:37])[CH:31]([CH3:33])[CH3:32].[C:43](OO)(=[O:45])C. The catalyst is ClCCl.C(O)(=O)C. The product is [CH3:38][CH:36]([CH3:37])[C:35]([O:34][C@H:30]([O:29][C:43]([O:1][N:2]1[C:6](=[O:7])[C@@H:5]([O:8][C:9](=[O:16])[C:10]2[CH:11]=[CH:12][CH:13]=[CH:14][CH:15]=2)[C@H:4]([O:17][C:18](=[O:25])[C:19]2[CH:24]=[CH:23][CH:22]=[CH:21][CH:20]=2)[C:3]1=[O:26])=[O:45])[CH:31]([CH3:32])[CH3:33])=[O:39]. The yield is 0.250. (10) The reactants are [CH2:1]([O:3][C:4]([C:6]1[N:14]([CH3:15])[C:13]2[CH:12]=[CH:11][N:10]=[N:9][C:8]=2[C:7]=1[NH:16][C:17]1[CH:22]=[CH:21][C:20]([Si](C)(C)C)=[CH:19][C:18]=1[F:27])=[O:5])[CH3:2].[I:28]Cl.C(OCC)(=O)C. The catalyst is C(Cl)Cl. The product is [CH2:1]([O:3][C:4]([C:6]1[N:14]([CH3:15])[C:13]2[CH:12]=[CH:11][N:10]=[N:9][C:8]=2[C:7]=1[NH:16][C:17]1[CH:22]=[CH:21][C:20]([I:28])=[CH:19][C:18]=1[F:27])=[O:5])[CH3:2]. The yield is 0.880.